Predict the reactants needed to synthesize the given product. From a dataset of Full USPTO retrosynthesis dataset with 1.9M reactions from patents (1976-2016). (1) Given the product [Cl:15][C:11]1[C:12]([NH:14][C:28]2[N:33]=[C:32]([S:34][C:35]#[N:36])[C:31]([N+:37]([O-:39])=[O:38])=[CH:30][N:29]=2)=[CH:13][C:8]([NH:7][C:6](=[O:17])[O:5][C:1]([CH3:4])([CH3:2])[CH3:3])=[C:9]([F:16])[CH:10]=1, predict the reactants needed to synthesize it. The reactants are: [C:1]([O:5][C:6](=[O:17])[NH:7][C:8]1[CH:13]=[C:12]([NH2:14])[C:11]([Cl:15])=[CH:10][C:9]=1[F:16])([CH3:4])([CH3:3])[CH3:2].C(N(C(C)C)C(C)C)C.Cl[C:28]1[N:33]=[C:32]([S:34][C:35]#[N:36])[C:31]([N+:37]([O-:39])=[O:38])=[CH:30][N:29]=1.O. (2) Given the product [CH3:1][N:2]([CH2:10][CH2:11][N:23]1[CH2:22][CH2:21][O:20][C:19]2[CH:24]=[CH:25][C:16]([N+:13]([O-:15])=[O:14])=[CH:17][C:18]1=2)[C:3](=[O:9])[O:4][C:5]([CH3:6])([CH3:7])[CH3:8], predict the reactants needed to synthesize it. The reactants are: [CH3:1][N:2]([CH2:10][CH:11]=O)[C:3](=[O:9])[O:4][C:5]([CH3:8])([CH3:7])[CH3:6].[N+:13]([C:16]1[CH:25]=[CH:24][C:19]2[O:20][CH2:21][CH2:22][NH:23][C:18]=2[CH:17]=1)([O-:15])=[O:14].C(O[BH-](OC(=O)C)OC(=O)C)(=O)C.[Na+]. (3) Given the product [O:28]1[C:37]2[CH:36]=[C:35]([CH2:38][N:19]3[CH2:20][CH2:21][C:16]([CH2:15][CH2:14][CH2:13][N:10]4[C:11]5[C:6](=[CH:5][CH:4]=[C:3]([O:2][CH3:1])[CH:12]=5)[CH:7]=[CH:8][C:9]4=[O:27])([C:22]([O:24][CH2:25][CH3:26])=[O:23])[CH2:17][CH2:18]3)[N:34]=[CH:33][C:32]=2[O:31][CH2:30][CH2:29]1, predict the reactants needed to synthesize it. The reactants are: [CH3:1][O:2][C:3]1[CH:12]=[C:11]2[C:6]([CH:7]=[CH:8][C:9](=[O:27])[N:10]2[CH2:13][CH2:14][CH2:15][C:16]2([C:22]([O:24][CH2:25][CH3:26])=[O:23])[CH2:21][CH2:20][NH:19][CH2:18][CH2:17]2)=[CH:5][CH:4]=1.[O:28]1[C:37]2[CH:36]=[C:35]([CH:38]=O)[N:34]=[CH:33][C:32]=2[O:31][CH2:30][CH2:29]1.C(O[BH-](OC(=O)C)OC(=O)C)(=O)C.[Na+].C(=O)([O-])O.[Na+]. (4) Given the product [CH3:27][O:26][CH2:25][CH2:24][O:23][CH2:22][CH2:21][O:20][CH2:19][CH2:18][O:17][CH2:16][CH2:15][O:14][CH2:13][CH2:12][O:11][CH2:10][CH2:9][O:8][CH2:7][CH2:6][N:5]([CH2:4][CH2:3][O:2][CH3:1])[CH2:28][CH2:29][NH:30][CH3:31], predict the reactants needed to synthesize it. The reactants are: [CH3:1][O:2][CH2:3][CH2:4][N:5]([CH2:28][CH2:29][N:30](C)[C:31](=O)OCC1C=CC=CC=1)[CH2:6][CH2:7][O:8][CH2:9][CH2:10][O:11][CH2:12][CH2:13][O:14][CH2:15][CH2:16][O:17][CH2:18][CH2:19][O:20][CH2:21][CH2:22][O:23][CH2:24][CH2:25][O:26][CH3:27]. (5) Given the product [OH:66][C@@H:55]1[CH2:56][CH2:57][C@@:58]2([CH3:59])[C@H:53]([CH2:52][C@@H:51]([OH:69])[C@@H:50]3[C@@H:60]2[CH2:61][CH2:62][C@@:63]2([CH3:64])[C@H:49]3[CH2:48][CH2:47][C@@H:46]2[C@H:44]([CH3:45])[C@@H:43]2[CH2:38][C@@H:39]2[C:40]([OH:42])=[O:41])[CH2:54]1.[OH:66][C@@H:55]1[CH2:56][CH2:57][C@@:58]2([CH3:59])[C@H:53]([CH2:52][C@@H:51]([OH:69])[C@@H:50]3[C@@H:60]2[CH2:61][CH2:62][C@@:63]2([CH3:64])[C@H:49]3[CH2:48][CH2:47][C@@H:46]2[C@H:44]([CH3:45])[C@H:43]2[CH2:38][C@H:39]2[C:40]([OH:42])=[O:41])[CH2:54]1, predict the reactants needed to synthesize it. The reactants are: [N+](=CC(OCC)=O)=[N-].O[C@@H]1CC[C@@]2(C)[C@H](C[C@@H](O)[C@@H]3[C@@H]2CC[C@@]2(C)[C@H]3CC[C@@H]2[C@H](C)CCC(OC)=O)C1.[CH3:38][C@@H:39]([CH2:43][C@H:44]([C@@H:46]1[C@:63]2([CH3:64])[C@H:49]([C@H:50]3[C@H:60]([CH2:61][C@@H:62]2O)[C@:58]2([CH3:59])[C@@H:53]([CH2:54][C@H:55]([OH:66])[CH2:56][CH2:57]2)[C@@H:52](CC)[C@H:51]3[OH:69])[CH2:48][CH2:47]1)[CH3:45])[C:40]([O-:42])=[O:41].[OH-].[Na+].Cl. (6) Given the product [OH:2][C:10]1([C:11]([OH:13])=[O:12])[CH2:9][CH2:8][N:7]([C:14]2[CH:19]=[CH:18][CH:17]=[CH:16][CH:15]=2)[C:6]1=[O:5], predict the reactants needed to synthesize it. The reactants are: S(Cl)(Cl)=[O:2].[O:5]=[C:6]1[CH:10]([C:11]([OH:13])=[O:12])[CH2:9][CH2:8][N:7]1[C:14]1[CH:19]=[CH:18][CH:17]=[CH:16][CH:15]=1.